The task is: Predict the reaction yield, written as a fraction of the theoretical maximum amount of product (1.0 means a 100% yield; for example, 0.34 means a 34% yield).. This data is from Reaction yield outcomes from USPTO patents with 853,638 reactions. (1) The reactants are [C:1](OC(=O)C)(=[O:3])[CH3:2].[Cl:8][C:9]1[CH:17]=[C:16]([Cl:18])[C:15]([NH2:19])=[CH:14][C:10]=1[C:11]([OH:13])=[O:12]. The catalyst is CC(O)=O. The product is [C:1]([NH:19][C:15]1[C:16]([Cl:18])=[CH:17][C:9]([Cl:8])=[C:10]([CH:14]=1)[C:11]([OH:13])=[O:12])(=[O:3])[CH3:2]. The yield is 0.960. (2) The reactants are [CH3:1][NH:2][C@H:3]([C:11]1[CH:16]=[CH:15][C:14]([C:17]2[CH:22]=[CH:21][C:20]([C:23]([O:25][CH2:26][CH3:27])=[O:24])=[CH:19][CH:18]=2)=[CH:13][CH:12]=1)[CH2:4][N:5]1[CH2:10][CH2:9][O:8][CH2:7][CH2:6]1.[Cl:28][C:29]1[C:30]([Cl:44])=[CH:31][C:32]2[O:37][CH2:36][C:35](=[O:38])[N:34]([CH2:39][C:40]([OH:42])=O)[C:33]=2[CH:43]=1.C(N(CC)CC)C.F[P-](F)(F)(F)(F)F.N1(O[P+](N(C)C)(N(C)C)N(C)C)C2C=CC=CC=2N=N1. The catalyst is CN(C=O)C. The product is [Cl:28][C:29]1[C:30]([Cl:44])=[CH:31][C:32]2[O:37][CH2:36][C:35](=[O:38])[N:34]([CH2:39][C:40]([N:2]([CH3:1])[C@H:3]([C:11]3[CH:12]=[CH:13][C:14]([C:17]4[CH:22]=[CH:21][C:20]([C:23]([O:25][CH2:26][CH3:27])=[O:24])=[CH:19][CH:18]=4)=[CH:15][CH:16]=3)[CH2:4][N:5]3[CH2:10][CH2:9][O:8][CH2:7][CH2:6]3)=[O:42])[C:33]=2[CH:43]=1. The yield is 0.750. (3) The reactants are COC1C=C(C=CC=1OC)C[N:7]1[CH:12]=[C:11]([C:13]2[CH:18]=[CH:17][C:16]([O:19][CH2:20][CH2:21][O:22][CH3:23])=[C:15]([O:24][CH3:25])[CH:14]=2)[C:10](=O)[C:9]([C:27]#[N:28])=[CH:8]1.[Li+].[Cl-:35]. The catalyst is O=P(Cl)(Cl)Cl. The product is [Cl:35][C:10]1[C:9]([C:27]#[N:28])=[CH:8][N:7]=[CH:12][C:11]=1[C:13]1[CH:18]=[CH:17][C:16]([O:19][CH2:20][CH2:21][O:22][CH3:23])=[C:15]([O:24][CH3:25])[CH:14]=1. The yield is 0.780. (4) The reactants are [F:1][C:2]([F:8])([F:7])[CH2:3][CH2:4][CH2:5][OH:6].Cl[C:10]1[N:11]=[C:12]([OH:26])[C:13]2[CH:19]=[CH:18][N:17]=[C:16]([C:20]3[N:21]=[CH:22][N:23]([CH3:25])[CH:24]=3)[C:14]=2[N:15]=1. No catalyst specified. The product is [CH3:25][N:23]1[CH:24]=[C:20]([C:16]2[C:14]3[N:15]=[C:10]([O:6][CH2:5][CH2:4][CH2:3][C:2]([F:8])([F:7])[F:1])[N:11]=[C:12]([OH:26])[C:13]=3[CH:19]=[CH:18][N:17]=2)[N:21]=[CH:22]1. The yield is 0.100. (5) The reactants are [CH2:1]([C:3]1[CH:8]=[CH:7][CH:6]=[C:5]([CH2:9][CH3:10])[C:4]=1[CH2:11]O)[CH3:2].O=S(Cl)[Cl:15]. The catalyst is CN(C=O)C.C1(C)C=CC=CC=1. The product is [Cl:15][CH2:11][C:4]1[C:3]([CH2:1][CH3:2])=[CH:8][CH:7]=[CH:6][C:5]=1[CH2:9][CH3:10]. The yield is 0.970. (6) The yield is 0.970. The catalyst is C1(C)C=CC=CC=1.O. The reactants are [CH:1]1([NH2:7])[CH2:6][CH2:5][CH2:4][CH2:3][CH2:2]1.C([O:10][C:11]([C:13]1[C:14](=[O:26])[N:15]([CH3:25])[C:16]2[C:21]([C:22]=1[OH:23])=[CH:20][C:19]([CH3:24])=[CH:18][CH:17]=2)=O)C. The product is [CH:1]1([NH:7][C:11]([C:13]2[C:14](=[O:26])[N:15]([CH3:25])[C:16]3[C:21]([C:22]=2[OH:23])=[CH:20][C:19]([CH3:24])=[CH:18][CH:17]=3)=[O:10])[CH2:6][CH2:5][CH2:4][CH2:3][CH2:2]1. (7) The reactants are [F:1][C:2]([F:17])([F:16])[C:3]1[N:8]=[CH:7][C:6]([C:9]2[CH:14]=[CH:13][NH:12][C:11](=[O:15])[CH:10]=2)=[CH:5][N:4]=1.Br[C:19]1[CH:20]=[CH:21][C:22]2[C:23]3[CH2:32][N:31]([C:33]([O:35][C:36]([CH3:39])([CH3:38])[CH3:37])=[O:34])[CH2:30][CH2:29][C:24]=3[N:25]([CH3:28])[C:26]=2[CH:27]=1. No catalyst specified. The product is [CH3:28][N:25]1[C:26]2[CH:27]=[C:19]([N:12]3[CH:13]=[CH:14][C:9]([C:6]4[CH:5]=[N:4][C:3]([C:2]([F:1])([F:16])[F:17])=[N:8][CH:7]=4)=[CH:10][C:11]3=[O:15])[CH:20]=[CH:21][C:22]=2[C:23]2[CH2:32][N:31]([C:33]([O:35][C:36]([CH3:39])([CH3:38])[CH3:37])=[O:34])[CH2:30][CH2:29][C:24]1=2. The yield is 0.240.